Predict the reactants needed to synthesize the given product. From a dataset of Full USPTO retrosynthesis dataset with 1.9M reactions from patents (1976-2016). (1) Given the product [F:2][C:3]1[CH:8]=[C:7]([O:9][CH3:10])[CH:6]=[CH:5][C:4]=1[C:11]([OH:15])([CH3:14])[CH2:12][NH:13][S:26]([CH:29]([CH3:31])[CH3:30])(=[O:27])=[O:25], predict the reactants needed to synthesize it. The reactants are: Cl.[F:2][C:3]1[CH:8]=[C:7]([O:9][CH3:10])[CH:6]=[CH:5][C:4]=1[C:11]([OH:15])([CH3:14])[CH2:12][NH2:13].N1([O:25][S:26]([CH:29]([CH3:31])[CH3:30])(=O)=[O:27])C2C=CC=CC=2N=N1. (2) Given the product [Br:6][CH2:5][C:4]1[CH:3]=[C:2]([CH:9]=[CH:8][CH:7]=1)[O:1][CH:13]1[CH2:12][CH2:11][CH2:10][CH2:15][O:14]1, predict the reactants needed to synthesize it. The reactants are: [OH:1][C:2]1[CH:3]=[C:4]([CH:7]=[CH:8][CH:9]=1)[CH2:5][Br:6].[CH2:10]1[CH2:15][O:14][CH:13]=[CH:12][CH2:11]1.C1(C)C=CC(S([O-])(=O)=O)=CC=1.[NH+]1C=CC=CC=1. (3) Given the product [CH2:1]([N:8]1[C:13](=[O:14])[CH:12]=[CH:11][C:10]([C:15]2[S:19][C:18]([C:20]([NH:34][CH2:31][CH2:32][CH3:33])=[O:21])=[N:17][C:16]=2[C:25]2[CH:30]=[CH:29][CH:28]=[CH:27][CH:26]=2)=[N:9]1)[C:2]1[CH:7]=[CH:6][CH:5]=[CH:4][CH:3]=1, predict the reactants needed to synthesize it. The reactants are: [CH2:1]([N:8]1[C:13](=[O:14])[CH:12]=[CH:11][C:10]([C:15]2[S:19][C:18]([C:20](OCC)=[O:21])=[N:17][C:16]=2[C:25]2[CH:30]=[CH:29][CH:28]=[CH:27][CH:26]=2)=[N:9]1)[C:2]1[CH:7]=[CH:6][CH:5]=[CH:4][CH:3]=1.[CH2:31]([NH2:34])[CH2:32][CH3:33]. (4) Given the product [C:2]1([NH:15][CH2:8][C:9]2[CH:14]=[CH:13][CH:12]=[CH:11][CH:10]=2)[CH:7]=[CH:6][CH:5]=[CH:4][CH:3]=1, predict the reactants needed to synthesize it. The reactants are: Cl[C:2]1[CH:7]=[CH:6][CH:5]=[CH:4][CH:3]=1.[CH2:8]([NH2:15])[C:9]1[CH:14]=[CH:13][CH:12]=[CH:11][CH:10]=1.CC(C)([O-])C.[Na+].